Task: Predict the product of the given reaction.. Dataset: Forward reaction prediction with 1.9M reactions from USPTO patents (1976-2016) (1) Given the reactants [CH3:1][O:2][C:3]1[CH:21]=[C:20]([O:22][CH3:23])[CH:19]=[CH:18][C:4]=1[CH2:5][NH:6][C:7]1[CH:8]=[CH:9][C:10]2[NH:15][C:14](=[O:16])[CH2:13][O:12][C:11]=2[N:17]=1.I[C:25]1[CH:30]=[CH:29][C:28]([Cl:31])=[CH:27][CH:26]=1.CNCCNC.[F-].[Cs+], predict the reaction product. The product is: [Cl:31][C:28]1[CH:29]=[CH:30][C:25]([N:15]2[C:14](=[O:16])[CH2:13][O:12][C:11]3[N:17]=[C:7]([NH:6][CH2:5][C:4]4[CH:18]=[CH:19][C:20]([O:22][CH3:23])=[CH:21][C:3]=4[O:2][CH3:1])[CH:8]=[CH:9][C:10]2=3)=[CH:26][CH:27]=1. (2) Given the reactants [F:1][C:2]1[CH:10]=[C:9]2[C:5]([CH:6]=[N:7][N:8]2[C:11]([C:18]2[CH:23]=[CH:22][C:21]([C:24]([F:27])([F:26])[F:25])=[CH:20][CH:19]=2)([CH2:16][CH3:17])[C:12](OC)=[O:13])=[C:4]([NH:28][C:29]([C:42]2[CH:47]=[CH:46][CH:45]=[CH:44][CH:43]=2)([C:36]2[CH:41]=[CH:40][CH:39]=[CH:38][CH:37]=2)[C:30]2[CH:35]=[CH:34][CH:33]=[CH:32][CH:31]=2)[CH:3]=1.[Li+].[BH4-], predict the reaction product. The product is: [F:1][C:2]1[CH:10]=[C:9]2[C:5]([CH:6]=[N:7][N:8]2[C:11]([C:18]2[CH:19]=[CH:20][C:21]([C:24]([F:27])([F:25])[F:26])=[CH:22][CH:23]=2)([CH2:16][CH3:17])[CH2:12][OH:13])=[C:4]([NH:28][C:29]([C:42]2[CH:43]=[CH:44][CH:45]=[CH:46][CH:47]=2)([C:36]2[CH:37]=[CH:38][CH:39]=[CH:40][CH:41]=2)[C:30]2[CH:35]=[CH:34][CH:33]=[CH:32][CH:31]=2)[CH:3]=1. (3) Given the reactants [C:1]([NH:20][C:21]([NH:23]C(=O)C1C=CC=CC=1)=[S:22])([C:14]1[CH:19]=[CH:18][CH:17]=[CH:16][CH:15]=1)([C:8]1[CH:13]=[CH:12][CH:11]=[CH:10][CH:9]=1)[C:2]1[CH:7]=[CH:6][CH:5]=[CH:4][CH:3]=1.[OH-].[Na+], predict the reaction product. The product is: [C:1]([NH:20][C:21]([NH2:23])=[S:22])([C:8]1[CH:9]=[CH:10][CH:11]=[CH:12][CH:13]=1)([C:14]1[CH:19]=[CH:18][CH:17]=[CH:16][CH:15]=1)[C:2]1[CH:3]=[CH:4][CH:5]=[CH:6][CH:7]=1. (4) Given the reactants [CH3:1][C:2]1[N:3]=[C:4]2[C:9]([O:10][CH2:11][CH2:12][CH:13]([CH3:15])[CH3:14])=[CH:8][C:7]([CH3:16])=[CH:6][N:5]2[C:17]=1[C:18]([O:20]CC)=[O:19].[OH-].[Li+].Cl, predict the reaction product. The product is: [CH3:1][C:2]1[N:3]=[C:4]2[C:9]([O:10][CH2:11][CH2:12][CH:13]([CH3:15])[CH3:14])=[CH:8][C:7]([CH3:16])=[CH:6][N:5]2[C:17]=1[C:18]([OH:20])=[O:19]. (5) Given the reactants [C:1]([C:4]1[CH:5]=[CH:6][C:7]([OH:13])=[C:8]([CH:12]=1)[C:9]([OH:11])=[O:10])(=[O:3])[CH3:2].I[CH2:15][CH3:16].[CH3:17][CH2:18]N(C(C)C)C(C)C, predict the reaction product. The product is: [CH2:17]([O:10][C:9](=[O:11])[C:8]1[CH:12]=[C:4]([C:1](=[O:3])[CH3:2])[CH:5]=[CH:6][C:7]=1[O:13][CH2:15][CH3:16])[CH3:18]. (6) Given the reactants [CH3:1][C@H:2]1[NH:7][CH2:6][C@H:5]([O:8][C:9]2[C:14]([C:15]([OH:18])([CH3:17])[CH3:16])=[CH:13][CH:12]=[CH:11][N:10]=2)[CH2:4][CH2:3]1.[F:19][CH2:20][C:21]1[CH:22]=[CH:23][C:24]([N:30]2[N:34]=[CH:33][CH:32]=[N:31]2)=[C:25]([CH:29]=1)[C:26](O)=[O:27].C(Cl)CCl.ON1C2N=CC=CC=2N=N1.CCN(C(C)C)C(C)C, predict the reaction product. The product is: [F:19][CH2:20][C:21]1[CH:22]=[CH:23][C:24]([N:30]2[N:34]=[CH:33][CH:32]=[N:31]2)=[C:25]([C:26]([N:7]2[C@H:2]([CH3:1])[CH2:3][CH2:4][C@@H:5]([O:8][C:9]3[C:14]([C:15]([OH:18])([CH3:17])[CH3:16])=[CH:13][CH:12]=[CH:11][N:10]=3)[CH2:6]2)=[O:27])[CH:29]=1. (7) Given the reactants Cl[CH2:2][CH2:3][CH2:4][C:5]1[CH:14]=[CH:13][C:8]2[NH:9][C:10](=[O:12])[S:11][C:7]=2[CH:6]=1.[F-:15].[K+].CCCC[N+](CCCC)(CCCC)CCCC.[F-], predict the reaction product. The product is: [F:15][CH2:2][CH2:3][CH2:4][C:5]1[CH:14]=[CH:13][C:8]2[NH:9][C:10](=[O:12])[S:11][C:7]=2[CH:6]=1. (8) Given the reactants [CH2:1]([N:8]1[C:17]2[C:12](=[CH:13][CH:14]=[CH:15][C:16]=2[NH:18][CH2:19][CH3:20])[CH2:11][CH:10]([NH:21][C:22](=[O:28])[O:23][C:24]([CH3:27])([CH3:26])[CH3:25])[C:9]1=[O:29])[C:2]1[CH:7]=[CH:6][CH:5]=[CH:4][CH:3]=1.N1[CH:35]=[CH:34]C=CC=1.C(Cl)(=[O:38])C, predict the reaction product. The product is: [CH2:1]([N:8]1[C:17]2[C:12](=[CH:13][CH:14]=[CH:15][C:16]=2[N:18]([CH2:34][CH3:35])[C:19](=[O:38])[CH3:20])[CH2:11][CH:10]([NH:21][C:22](=[O:28])[O:23][C:24]([CH3:25])([CH3:27])[CH3:26])[C:9]1=[O:29])[C:2]1[CH:3]=[CH:4][CH:5]=[CH:6][CH:7]=1.